From a dataset of Catalyst prediction with 721,799 reactions and 888 catalyst types from USPTO. Predict which catalyst facilitates the given reaction. (1) Reactant: [Li+].C[Si]([N-][Si](C)(C)C)(C)C.[O:11]=[C:12]1[C:20]2[S:19][C:18]([NH:21][C:22](=[O:24])[CH3:23])=[N:17][C:16]=2[CH2:15][CH2:14][CH2:13]1.[CH:25](OC)=[O:26].Cl. Product: [CH:25]([CH:13]1[CH2:14][CH2:15][C:16]2[N:17]=[C:18]([NH:21][C:22](=[O:24])[CH3:23])[S:19][C:20]=2[C:12]1=[O:11])=[O:26]. The catalyst class is: 1. (2) Reactant: Br[C:2]1[CH:3]=[CH:4][C:5]([N+:8]([O-:10])=[O:9])=[N:6][CH:7]=1.[N:11]1([C:17](=[O:19])[CH3:18])[CH2:16][CH2:15][NH:14][CH2:13][CH2:12]1.C(N(CC)CC)C. Product: [N+:8]([C:5]1[N:6]=[CH:7][C:2]([N:14]2[CH2:15][CH2:16][N:11]([C:17](=[O:19])[CH3:18])[CH2:12][CH2:13]2)=[CH:3][CH:4]=1)([O-:10])=[O:9]. The catalyst class is: 16. (3) Reactant: [Br:1][C:2]1[CH:7]=[C:6]([C:8]([OH:10])=O)[CH:5]=[CH:4][N:3]=1.[C:11](N1C=CN=C1)([N:13]1[CH:17]=[CH:16][N:15]=[CH:14]1)=O.CN(C)CCN. Product: [Br:1][C:2]1[CH:7]=[C:6]([CH:5]=[CH:4][N:3]=1)[C:8]([NH:15][CH2:16][CH2:17][N:13]([CH3:14])[CH3:11])=[O:10]. The catalyst class is: 7.